Predict the reactants needed to synthesize the given product. From a dataset of Full USPTO retrosynthesis dataset with 1.9M reactions from patents (1976-2016). (1) Given the product [CH2:40]([O:26][C:25](=[O:27])[C@H:12]([CH2:13][CH2:14][CH2:15][CH2:16][NH:17][C:18]([O:20][C:21]([CH3:23])([CH3:24])[CH3:22])=[O:19])[NH:11][C:1]([O:3][CH2:4][C:5]1[CH:6]=[CH:7][CH:8]=[CH:9][CH:10]=1)=[O:2])[C:41]1[CH:46]=[CH:45][CH:44]=[CH:43][CH:42]=1, predict the reactants needed to synthesize it. The reactants are: [C:1]([NH:11][C@H:12]([C:25]([OH:27])=[O:26])[CH2:13][CH2:14][CH2:15][CH2:16][NH:17][C:18]([O:20][C:21]([CH3:24])([CH3:23])[CH3:22])=[O:19])([O:3][CH2:4][C:5]1[CH:10]=[CH:9][CH:8]=[CH:7][CH:6]=1)=[O:2].C(=O)([O-])[O-].[Ca+2].C(OCC)(=O)C.O.[CH2:40](Br)[C:41]1[CH:46]=[CH:45][CH:44]=[CH:43][CH:42]=1. (2) Given the product [N:29]1([CH2:8][C:9]2[CH:18]=[C:17]3[C:12]([C:13]([C:22]4[CH:27]=[CH:26][C:25]([F:28])=[CH:24][CH:23]=4)=[CH:14][C:15]([C:19]([NH2:21])=[O:20])=[N:16]3)=[CH:11][CH:10]=2)[C:33]2[CH:34]=[CH:35][CH:36]=[CH:37][C:32]=2[N:31]=[CH:30]1, predict the reactants needed to synthesize it. The reactants are: C([O-])([O-])=O.[Cs+].[Cs+].Br[CH2:8][C:9]1[CH:18]=[C:17]2[C:12]([C:13]([C:22]3[CH:27]=[CH:26][C:25]([F:28])=[CH:24][CH:23]=3)=[CH:14][C:15]([C:19]([NH2:21])=[O:20])=[N:16]2)=[CH:11][CH:10]=1.[N:29]1[C:33]2[CH:34]=[CH:35][CH:36]=[CH:37][C:32]=2[NH:31][CH:30]=1. (3) The reactants are: C(OC([NH:8][C@H:9]1[CH2:13][CH2:12][N:11]([S:14]([C:17]2[C:18]3[C:19]([Cl:28])=[CH:20][N:21]=[C:22]([Cl:27])[C:23]=3[CH:24]=[CH:25][CH:26]=2)(=[O:16])=[O:15])[CH2:10]1)=O)(C)(C)C.C(OC([NH:36]C1CCN(S(C2C3C(Cl)=CN=C(Cl)C=3C=CC=2)(=O)=O)C1)=O)(C)(C)C. Given the product [NH2:8][C@H:9]1[CH2:13][CH2:12][N:11]([S:14]([C:17]2[C:18]3[C:19]([Cl:28])=[CH:20][N:21]=[C:22]([NH2:36])[C:23]=3[CH:24]=[CH:25][CH:26]=2)(=[O:16])=[O:15])[CH2:10]1.[ClH:27], predict the reactants needed to synthesize it. (4) Given the product [ClH:36].[ClH:36].[O:1]1[CH2:6][CH2:5][N:4]([C:7]2[CH:8]=[CH:9][C:10]3[O:16][CH2:15][CH:14]4[CH2:17][NH:18][CH2:19][CH2:20][N:13]4[C:12](=[O:28])[C:11]=3[N:29]=2)[CH2:3][CH2:2]1, predict the reactants needed to synthesize it. The reactants are: [O:1]1[CH2:6][CH2:5][N:4]([C:7]2[CH:8]=[CH:9][C:10]3[O:16][CH2:15][CH:14]4[CH2:17][N:18](C(OC(C)(C)C)=O)[CH2:19][CH2:20][N:13]4[C:12](=[O:28])[C:11]=3[N:29]=2)[CH2:3][CH2:2]1.C(OCC)(=O)C.[ClH:36]. (5) Given the product [C:13]([O:16][C:3]12[CH2:11][CH:7]3[CH2:6][CH:5]([CH2:10][CH:9]([CH2:8]3)[CH:2]1[CH3:1])[CH2:4]2)(=[O:20])[CH:14]=[CH2:15], predict the reactants needed to synthesize it. The reactants are: [CH3:1][C:2]1(O)[CH:9]2[CH2:10][CH:5]3[CH2:6][CH:7]([CH2:11][CH:3]1[CH2:4]3)[CH2:8]2.[C:13](Cl)(=[O:16])[CH:14]=[CH2:15].C([O:20]CC)C. (6) Given the product [CH2:1]([O:3][C:4]([C:6]1[N:7]([C:41]2[CH:40]=[CH:39][C:38]([O:37][C:36]([F:35])([F:47])[F:48])=[CH:43][CH:42]=2)[C:8]2[C:13]([C:14]=1[C:15]1[CH:16]=[N:17][C:18]([O:21][CH:22]([CH3:24])[CH3:23])=[CH:19][CH:20]=1)=[CH:12][C:11]([C:25]1[CH:26]=[CH:27][C:28]([C:31]([F:34])([F:33])[F:32])=[CH:29][CH:30]=1)=[CH:10][CH:9]=2)=[O:5])[CH3:2], predict the reactants needed to synthesize it. The reactants are: [CH2:1]([O:3][C:4]([C:6]1[NH:7][C:8]2[C:13]([C:14]=1[C:15]1[CH:16]=[N:17][C:18]([O:21][CH:22]([CH3:24])[CH3:23])=[CH:19][CH:20]=1)=[CH:12][C:11]([C:25]1[CH:30]=[CH:29][C:28]([C:31]([F:34])([F:33])[F:32])=[CH:27][CH:26]=1)=[CH:10][CH:9]=2)=[O:5])[CH3:2].[F:35][C:36]([F:48])([F:47])[O:37][C:38]1[CH:43]=[CH:42][C:41](B(O)O)=[CH:40][CH:39]=1. (7) Given the product [Br:27][CH2:26][C:24]1[CH:23]=[CH:22][N:21]=[C:20]([C:11]2[CH:12]=[CH:13][C:14]([C:16]([F:19])([F:18])[F:17])=[CH:15][C:10]=2[CH2:9][N:3]([CH2:1][CH3:2])[C:4]([CH:6]2[CH2:8][CH2:7]2)=[O:5])[N:25]=1, predict the reactants needed to synthesize it. The reactants are: [CH2:1]([N:3]([CH2:9][C:10]1[CH:15]=[C:14]([C:16]([F:19])([F:18])[F:17])[CH:13]=[CH:12][C:11]=1[C:20]1[N:25]=[C:24]([CH3:26])[CH:23]=[CH:22][N:21]=1)[C:4]([CH:6]1[CH2:8][CH2:7]1)=[O:5])[CH3:2].[Br:27]N1C(=O)CCC1=O. (8) Given the product [NH:11]1[CH:12]=[CH:13][CH:14]=[C:10]1[C:9]1[N:4]2[N:3]=[C:2]([NH:1][C:23](=[O:30])[C:24]3[CH:29]=[CH:28][CH:27]=[CH:26][CH:25]=3)[N:22]=[C:5]2[CH:6]=[CH:7][CH:8]=1, predict the reactants needed to synthesize it. The reactants are: [NH2:1][C:2]1[N:22]=[C:5]2[CH:6]=[CH:7][CH:8]=[C:9]([C:10]3[N:11](C(OC(C)(C)C)=O)[CH:12]=[CH:13][CH:14]=3)[N:4]2[N:3]=1.[C:23](Cl)(=[O:30])[C:24]1[CH:29]=[CH:28][CH:27]=[CH:26][CH:25]=1. (9) Given the product [CH3:40][O:39][C:33]1[CH:32]=[C:31]([NH:30][C:28]([C:27]2[CH:41]=[CH:42][C:24]([N:19]3[CH2:18][CH2:17][N:16]([C:13]4[CH:12]=[CH:11][C:10]([C:9]([OH:8])=[O:22])=[CH:15][CH:14]=4)[CH2:21][CH2:20]3)=[N:25][CH:26]=2)=[O:29])[CH:36]=[C:35]([O:37][CH3:38])[CH:34]=1, predict the reactants needed to synthesize it. The reactants are: C([O:8][C:9](=[O:22])[C:10]1[CH:15]=[CH:14][C:13]([N:16]2[CH2:21][CH2:20][NH:19][CH2:18][CH2:17]2)=[CH:12][CH:11]=1)C1C=CC=CC=1.Cl[C:24]1[CH:42]=[CH:41][C:27]([C:28]([NH:30][C:31]2[CH:36]=[C:35]([O:37][CH3:38])[CH:34]=[C:33]([O:39][CH3:40])[CH:32]=2)=[O:29])=[CH:26][N:25]=1.C1(NC(C2C=CC(N3CCN(C4C=CC(C(O)=O)=CC=4)CC3)=NC=2)=O)C=CC=CC=1. (10) Given the product [CH2:30]([N:22]([C:23]1[CH:28]=[CH:27][C:26]([Cl:29])=[CH:25][CH:24]=1)[CH2:21][C@@H:10]1[C@@H:11]([CH2:13][CH2:14][C:15]2[CH:16]=[CH:17][CH:18]=[CH:19][CH:20]=2)[CH2:12][NH:8][CH2:9]1)[C:31]1[CH:32]=[CH:33][CH:34]=[CH:35][CH:36]=1, predict the reactants needed to synthesize it. The reactants are: C(OC([N:8]1[CH2:12][C@H:11]([CH2:13][CH2:14][C:15]2[CH:20]=[CH:19][CH:18]=[CH:17][CH:16]=2)[C@@H:10]([CH2:21][N:22]([CH2:30][C:31]2[CH:36]=[CH:35][CH:34]=[CH:33][CH:32]=2)[C:23]2[CH:28]=[CH:27][C:26]([Cl:29])=[CH:25][CH:24]=2)[CH2:9]1)=O)(C)(C)C.